Dataset: Peptide-MHC class I binding affinity with 185,985 pairs from IEDB/IMGT. Task: Regression. Given a peptide amino acid sequence and an MHC pseudo amino acid sequence, predict their binding affinity value. This is MHC class I binding data. (1) The peptide sequence is GFPFNKWGK. The binding affinity (normalized) is 0.392. The MHC is HLA-A31:01 with pseudo-sequence HLA-A31:01. (2) The peptide sequence is EVTEDLLHL. The MHC is Mamu-B8701 with pseudo-sequence Mamu-B8701. The binding affinity (normalized) is 0.151. (3) The peptide sequence is MWSVVYDHF. The MHC is Mamu-B17 with pseudo-sequence Mamu-B17. The binding affinity (normalized) is 0.191. (4) The peptide sequence is CKSKNPLLY. The binding affinity (normalized) is 0. The MHC is HLA-A24:02 with pseudo-sequence HLA-A24:02. (5) The MHC is HLA-A24:02 with pseudo-sequence HLA-A24:02. The peptide sequence is RTWENHCTY. The binding affinity (normalized) is 0.